Dataset: Forward reaction prediction with 1.9M reactions from USPTO patents (1976-2016). Task: Predict the product of the given reaction. (1) Given the reactants COC1C=CC=CC=1[C@@H](N)C.[CH:12]1[CH:17]=[C:16]2[C:18]([N:20](CC=O)[C:21](=[O:22])[C:15]2=[CH:14][CH:13]=1)=[O:19].C(O[BH-](OC(=O)C)OC(=O)C)(=O)C.[Na+].C=O.C(=O)([O-])O.[Na+], predict the reaction product. The product is: [C:21]1(=[O:22])[NH:20][C:18](=[O:19])[C:16]2=[CH:17][CH:12]=[CH:13][CH:14]=[C:15]12. (2) Given the reactants [CH3:1][C:2]1[CH:6]=[CH:5][S:4][C:3]=1[C:7]([OH:9])=O.S(Cl)([Cl:12])=O.[NH:14]1[C:22]2[C:17](=[CH:18][CH:19]=[CH:20][CH:21]=2)[C:16](/[CH:23]=[CH:24]/[C:25]2[CH:30]=[CH:29][C:28]([N:31]3[CH2:36][CH2:35][O:34][CH2:33][CH2:32]3)=[CH:27][C:26]=2[NH2:37])=[N:15]1.C(N(CC)CC)C.Cl.C(O)C, predict the reaction product. The product is: [ClH:12].[NH:14]1[C:22]2[C:17](=[CH:18][CH:19]=[CH:20][CH:21]=2)[C:16](/[CH:23]=[CH:24]/[C:25]2[CH:30]=[CH:29][C:28]([N:31]3[CH2:32][CH2:33][O:34][CH2:35][CH2:36]3)=[CH:27][C:26]=2[NH:37][C:7]([C:3]2[S:4][CH:5]=[CH:6][C:2]=2[CH3:1])=[O:9])=[N:15]1. (3) Given the reactants [F:1][C:2]1[CH:7]=[CH:6][C:5]([C:8]2[S:12][C:11]([CH2:13][C:14]3[CH:15]=[C:16]([C:21]4([O:31][C@H:30]([CH2:32][OH:33])[C@@H:28]([OH:29])[C@H:26]([OH:27])[C@H:24]4[OH:25])[O:22][CH3:23])[CH:17]=[CH:18][C:19]=3[CH3:20])=[CH:10][CH:9]=2)=[CH:4][CH:3]=1.CN1[CH2:40][CH2:39][O:38]CC1.C(O[C:45](=[O:47])[CH3:46])(=O)C, predict the reaction product. The product is: [C:21]([O:25][C@@H:24]1[C@@H:26]([O:27][C:24](=[O:25])[CH3:26])[C@H:28]([O:29][C:45](=[O:47])[CH3:46])[C@@H:30]([CH2:32][O:33][C:39](=[O:38])[CH3:40])[O:31][C:21]1([C:16]1[CH:17]=[CH:18][C:19]([CH3:20])=[C:14]([CH2:13][C:11]2[S:12][C:8]([C:5]3[CH:4]=[CH:3][C:2]([F:1])=[CH:7][CH:6]=3)=[CH:9][CH:10]=2)[CH:15]=1)[O:22][CH3:23])(=[O:22])[CH3:16]. (4) Given the reactants [CH3:1][O:2][C:3]1[CH:4]=[C:5]([C:9]2[C:10]3[NH:14][C:13]([CH:15]=[C:16]4[N:40]=[C:19]([C:20]([C:32]5[CH:37]=[CH:36][CH:35]=[C:34]([O:38][CH3:39])[CH:33]=5)=[C:21]5[NH:31][C:24](=[CH:25][C:26]6[CH:27]=[CH:28][C:29]=2[N:30]=6)[CH:23]=[CH:22]5)[CH:18]=[CH:17]4)=[CH:12][CH:11]=3)[CH:6]=[CH:7][CH:8]=1.[C:41]([C:43]1[C:49](=O)[C:48](Cl)=[C:47](Cl)[C:45](=O)[C:44]=1[C:53]#N)#N.[CH2:55]1[CH2:59]OC[CH2:56]1, predict the reaction product. The product is: [CH3:39][O:38][C:34]1[CH:33]=[C:32]([C:20]2[C:21]3[NH:31][C:24]([CH:25]=[C:26]4[N:30]=[C:29]([C:9]([C:5]5[CH:6]=[CH:7][CH:8]=[C:3]([O:2][CH3:1])[CH:4]=5)=[C:10]5[NH:14][C:13](=[C:15]([CH2:56][CH2:55][CH2:59][CH2:53][CH2:44][CH2:45][CH2:47][CH2:48][CH2:49][CH2:43][CH3:41])[C:16]6[CH:17]=[CH:18][C:19]=2[N:40]=6)[CH:12]=[CH:11]5)[CH:28]=[CH:27]4)=[CH:23][CH:22]=3)[CH:37]=[CH:36][CH:35]=1.